This data is from Forward reaction prediction with 1.9M reactions from USPTO patents (1976-2016). The task is: Predict the product of the given reaction. (1) Given the reactants [Cl:1][C:2]1[CH:8]=[C:7]([O:9][C:10]2[C:11]3[N:18]([CH3:19])[CH:17]=[CH:16][C:12]=3[N:13]=[CH:14][N:15]=2)[CH:6]=[CH:5][C:3]=1[NH2:4].C(N(CC)CC)C.[N:27]([C:30]1[CH:31]=[C:32]([CH:37]=[CH:38][CH:39]=1)[C:33]([O:35][CH3:36])=[O:34])=[C:28]=[O:29], predict the reaction product. The product is: [Cl:1][C:2]1[CH:8]=[C:7]([O:9][C:10]2[C:11]3[N:18]([CH3:19])[CH:17]=[CH:16][C:12]=3[N:13]=[CH:14][N:15]=2)[CH:6]=[CH:5][C:3]=1[NH:4][C:28]([NH:27][C:30]1[CH:31]=[C:32]([CH:37]=[CH:38][CH:39]=1)[C:33]([O:35][CH3:36])=[O:34])=[O:29]. (2) Given the reactants C(O[C@@H](C1C(C)=C([F:23])C2C(=CC=C(Cl)C=2)C=1O)C(OCC)=O)(C)(C)C.[C:26]([O:30][C@@H:31]([C:37]1[C:46]([CH3:47])=[CH:45][C:44]2[C:39](=[CH:40][C:41]([F:49])=[CH:42][C:43]=2[F:48])[C:38]=1[O:50]S(C(F)(F)F)(=O)=O)[C:32]([O:34][CH2:35][CH3:36])=[O:33])([CH3:29])([CH3:28])[CH3:27], predict the reaction product. The product is: [C:26]([O:30][C@@H:31]([C:37]1[C:46]([CH3:47])=[C:45]([F:23])[C:44]2[C:39](=[CH:40][C:41]([F:49])=[CH:42][C:43]=2[F:48])[C:38]=1[OH:50])[C:32]([O:34][CH2:35][CH3:36])=[O:33])([CH3:27])([CH3:29])[CH3:28].